From a dataset of M1 muscarinic receptor agonist screen with 61,833 compounds. Binary Classification. Given a drug SMILES string, predict its activity (active/inactive) in a high-throughput screening assay against a specified biological target. (1) The compound is O=C(N1CCC(NC(=O)c2c(cccc2)C)CC1)Nc1c(OCC)cccc1. The result is 0 (inactive). (2) The compound is O1C(CN(CC1C)C(=O)c1cc2c(oc1=O)cccc2)C. The result is 0 (inactive).